This data is from Full USPTO retrosynthesis dataset with 1.9M reactions from patents (1976-2016). The task is: Predict the reactants needed to synthesize the given product. (1) Given the product [ClH:25].[CH3:15][C@H:11]1[CH2:12][CH2:13][CH2:14][C@H:8]([CH3:7])[CH2:9][NH:10]1, predict the reactants needed to synthesize it. The reactants are: [H-].[Al+3].[Li+].[H-].[H-].[H-].[CH3:7][C@H:8]1[CH2:14][CH2:13][CH2:12][C@H:11]([CH3:15])[NH:10][C:9]1=O.[OH-].[Na+].S([O-])([O-])(=O)=O.[Mg+2].[ClH:25].C(OCC)C. (2) The reactants are: [Cl:1][C:2]1[CH:7]=[CH:6][C:5]([N:8]2[C:16]([CH:17]([CH:21]3[CH2:26][CH2:25][CH2:24][CH2:23][CH2:22]3)[C:18](O)=[O:19])=[C:15]3[C:10]([CH2:11][CH2:12][CH2:13][CH2:14]3)=[N:9]2)=[CH:4][CH:3]=1.S(Cl)(Cl)=O.[F:31][C:32]1[CH:38]=[C:37]([F:39])[CH:36]=[CH:35][C:33]=1[NH2:34]. Given the product [Cl:1][C:2]1[CH:3]=[CH:4][C:5]([N:8]2[C:16]([CH:17]([CH:21]3[CH2:26][CH2:25][CH2:24][CH2:23][CH2:22]3)[C:18]([NH:34][C:33]3[CH:35]=[CH:36][C:37]([F:39])=[CH:38][C:32]=3[F:31])=[O:19])=[C:15]3[C:10]([CH2:11][CH2:12][CH2:13][CH2:14]3)=[N:9]2)=[CH:6][CH:7]=1, predict the reactants needed to synthesize it. (3) The reactants are: C([NH:8][CH2:9][C:10]1[CH:20]=[CH:19][C:13]([CH:14]=[CH:15][C:16]([OH:18])=[O:17])=C[CH:11]=1)(OC(C)(C)C)=O.S(Cl)([Cl:23])=O.[CH3:25]O. Given the product [ClH:23].[NH2:8][CH2:9][CH:10]([CH3:11])[CH2:20][CH2:19][CH2:13]/[CH:14]=[CH:15]/[C:16]([O:18][CH3:25])=[O:17], predict the reactants needed to synthesize it. (4) Given the product [C:54]([O:1][C@:2]([CH3:53])([CH2:3][I:4])[C:5](=[O:52])[C@H:6]([CH2:7][CH:8]([CH3:9])[CH3:10])[NH:11][C:12](=[O:13])[C@H:14]([CH2:15][C:16]1[CH:17]=[CH:18][CH:19]=[CH:20][CH:21]=1)[NH:22][C:23](=[O:51])[C@H:24]([CH2:25][CH:26]([CH3:27])[CH3:28])[NH:29][C:30](=[O:50])[C@H:31]([CH2:32][CH2:33][C:34]1[CH:35]=[CH:36][CH:37]=[CH:38][CH:39]=1)[NH:40][C:41](=[O:49])[CH2:42][N:43]1[CH2:44][CH2:45][O:46][CH2:47][CH2:48]1)(=[O:59])[CH2:55][CH2:56][C:57]#[CH:58], predict the reactants needed to synthesize it. The reactants are: [OH:1][C@@:2]([CH3:53])([C:5](=[O:52])[C@@H:6]([NH:11][C:12]([C@@H:14]([NH:22][C:23](=[O:51])[C@@H:24]([NH:29][C:30](=[O:50])[C@@H:31]([NH:40][C:41](=[O:49])[CH2:42][N:43]1[CH2:48][CH2:47][O:46][CH2:45][CH2:44]1)[CH2:32][CH2:33][C:34]1[CH:39]=[CH:38][CH:37]=[CH:36][CH:35]=1)[CH2:25][CH:26]([CH3:28])[CH3:27])[CH2:15][C:16]1[CH:21]=[CH:20][CH:19]=[CH:18][CH:17]=1)=[O:13])[CH2:7][CH:8]([CH3:10])[CH3:9])[CH2:3][I:4].[C:54](O)(=[O:59])[CH2:55][CH2:56][C:57]#[CH:58].C1CCC(N=C=NC2CCCCC2)CC1. (5) Given the product [Cl:20][C:7]1[N:6]=[C:5]([C:8]2[N:17]=[CH:16][C:15]3[CH2:14][CH2:13][CH2:12][CH2:11][C:10]=3[N:9]=2)[CH:4]=[CH:3][C:2]=1[CH3:1], predict the reactants needed to synthesize it. The reactants are: [CH3:1][C:2]1[CH:3]=[CH:4][C:5]([C:8]2[N:17]=[CH:16][C:15]3[CH2:14][CH2:13][CH2:12][CH2:11][C:10]=3[N:9]=2)=[N:6][CH:7]=1.P(Cl)(Cl)([Cl:20])=O. (6) Given the product [F:21][C:22]1[CH:27]=[CH:26][C:25]([N:28]2[CH2:29][CH2:30][N:31]([C:14]([C:13]3[CH:12]=[CH:11][C:10]([N:3]4[C:4]5=[N:5][CH:6]=[CH:7][CH:8]=[C:9]5[N:1]=[CH:2]4)=[CH:20][CH:19]=3)=[O:16])[CH2:32][CH2:33]2)=[C:24]([O:34][CH3:35])[CH:23]=1, predict the reactants needed to synthesize it. The reactants are: [N:1]1[C:9]2[C:4](=[N:5][CH:6]=[CH:7][CH:8]=2)[N:3]([C:10]2[CH:20]=[CH:19][C:13]([C:14]([O:16]CC)=O)=[CH:12][CH:11]=2)[CH:2]=1.[F:21][C:22]1[CH:27]=[CH:26][C:25]([N:28]2[CH2:33][CH2:32][NH:31][CH2:30][CH2:29]2)=[C:24]([O:34][CH3:35])[CH:23]=1. (7) Given the product [F:1][CH2:2][CH2:3][O:4][C:5]1[C:6]([OH:22])=[CH:7][CH:8]=[C:9]2[C:14]=1[O:13][C:12](=[O:15])[CH:11]=[C:10]2[C:16]1[CH:21]=[CH:20][CH:19]=[CH:18][CH:17]=1, predict the reactants needed to synthesize it. The reactants are: [F:1][CH2:2][CH2:3][O:4][C:5]1[C:6]([O:22]C2CCCCO2)=[CH:7][CH:8]=[C:9]2[C:14]=1[O:13][C:12](=[O:15])[CH:11]=[C:10]2[C:16]1[CH:21]=[CH:20][CH:19]=[CH:18][CH:17]=1.O1CCOCC1.Cl.